Dataset: Peptide-MHC class I binding affinity with 185,985 pairs from IEDB/IMGT. Task: Regression. Given a peptide amino acid sequence and an MHC pseudo amino acid sequence, predict their binding affinity value. This is MHC class I binding data. The peptide sequence is CSALYVGDL. The MHC is Patr-B0101 with pseudo-sequence Patr-B0101. The binding affinity (normalized) is 0.557.